Dataset: Peptide-MHC class II binding affinity with 134,281 pairs from IEDB. Task: Regression. Given a peptide amino acid sequence and an MHC pseudo amino acid sequence, predict their binding affinity value. This is MHC class II binding data. (1) The peptide sequence is VKNVIGPFMKAVCVE. The MHC is DRB3_0101 with pseudo-sequence DRB3_0101. The binding affinity (normalized) is 0. (2) The peptide sequence is LDGVNLVASQPIFTG. The MHC is H-2-IAb with pseudo-sequence H-2-IAb. The binding affinity (normalized) is 0.541. (3) The peptide sequence is IVIGIGDNALKINWY. The MHC is DRB1_0404 with pseudo-sequence DRB1_0404. The binding affinity (normalized) is 0.354. (4) The peptide sequence is AYDTYKSIPSLEAAV. The MHC is HLA-DPA10201-DPB10501 with pseudo-sequence HLA-DPA10201-DPB10501. The binding affinity (normalized) is 0.426. (5) The peptide sequence is PRYVKQNTLKLATGM. The MHC is DRB1_0301 with pseudo-sequence DRB1_0301. The binding affinity (normalized) is 0.275. (6) The peptide sequence is VRKNRWLLLNVTSED. The MHC is DRB1_1301 with pseudo-sequence DRB1_1301. The binding affinity (normalized) is 0.572. (7) The binding affinity (normalized) is 0.269. The peptide sequence is YLAILVKYVDGDGDV. The MHC is HLA-DPA10301-DPB10402 with pseudo-sequence HLA-DPA10301-DPB10402.